This data is from Experimentally validated miRNA-target interactions with 360,000+ pairs, plus equal number of negative samples. The task is: Binary Classification. Given a miRNA mature sequence and a target amino acid sequence, predict their likelihood of interaction. (1) The miRNA is hsa-miR-7162-5p with sequence UGCUUCCUUUCUCAGCUG. The protein sequence of the target gene is MASLSLAPVNIFKAGADEERAETARLTSFIGAIAIGDLVKSTLGPKGMDKILLSSGRDASLMVTNDGATILKNIGVDNPAAKVLVDMSRVQDDEVGDGTTSVTVLAAELLREAESLIAKKIHPQTIIAGWREATKAAREALLSSAVDHGSDEVKFRQDLMNIAGTTLSSKLLTHHKDHFTKLAVEAVLRLKGSGNLEAIHIIKKLGGSLADSYLDEGFLLDKKIGVNQPKRIENAKILIANTGMDTDKIKIFGSRVRVDSTAKVAEIEHAEKEKMKEKVERILKHGINCFINRQLIYNYP.... Result: 0 (no interaction). (2) The miRNA is hsa-miR-5007-3p with sequence AUCAUAUGAACCAAACUCUAAU. The protein sequence of the target gene is MWHSVGLTLLVFVATLLIVLLLMVCGWYFVWHLFLSKFKFLRELVGDTGSQEGDHEPSGSETEEDTSSSPHRIRSARQRRAPADEGHRPLT. Result: 1 (interaction). (3) The miRNA is hsa-miR-381-3p with sequence UAUACAAGGGCAAGCUCUCUGU. The protein sequence of the target gene is MAASQLAALEGVDSGPRVPGASPGFLYSEGQRLALEALLSKGAEAFQTCVQREELWPFLSADEVQGLAAAAEDWTVAKQEPSGMAEGATTTDVDAGSLSYWPGQSEQPAPVLRLGWPVDSAWKGITRAQLYTQPPGEGQPPLKELVRLEIQAAHKLVAVVMDVFTDPDLLLDLVDAATRRWVPVYLLLDRQQLPAFLELAQQLGVNPWNTENVDVRVVRGCSFQSRWRRQVSGTVREKFVLLDGERVISGSYSFTWSDARLHRGLVTLLTGEIVDAFSLEFRTLYAASCPLPPAPPQKPS.... Result: 0 (no interaction). (4) The miRNA is hsa-miR-6508-5p with sequence UCUAGAAAUGCAUGACCCACC. The protein sequence of the target gene is MSKQVSLPEMIKDWTKEHVKKWVNEDLKINEQYGQILLSEEVTGLVLQELTEKDLVEMGLPWGPALLIKRSYNKLNSKSPESDNHDPGQLDNSKPSKTEHQKNPKHTKKEEENSMSSNIDYDPREIRDIKQEESILMKENVLDEVANAKHKKKGKLKPEQLTCMPYPFDQFHDSHRYIEHYTLQPETGALNLIDPIHEFKALTNTETATEVDIKMKFSNEVFRFASACMNSRTNGTIHFGVKDKPHGEIVGVKITSKAAFIDHFNVMIKKYFEESEINEAKKCIREPRFVEVLLQNNTPS.... Result: 1 (interaction).